This data is from Reaction yield outcomes from USPTO patents with 853,638 reactions. The task is: Predict the reaction yield, written as a fraction of the theoretical maximum amount of product (1.0 means a 100% yield; for example, 0.34 means a 34% yield). (1) The reactants are [N+:1]([C:4]1[CH:9]=[CH:8][C:7](Br)=[CH:6][N:5]=1)([O-:3])=[O:2].[CH3:11][O:12][CH2:13][CH2:14][NH:15][CH3:16].C(N(C(C)C)CC)(C)C. The catalyst is CCO. The product is [CH3:11][O:12][CH2:13][CH2:14][N:15]([CH3:16])[C:7]1[CH:6]=[N:5][C:4]([N+:1]([O-:3])=[O:2])=[CH:9][CH:8]=1. The yield is 0.410. (2) The reactants are FC(F)(F)C(O)=O.C1(OC)C=CC=CC=1.[CH2:16]([C:18]1[N:19]([CH3:43])[C:20]2[C:25]([N:26]=1)=[C:24]([N:27]1[CH2:32][CH2:31][O:30][CH2:29][CH2:28]1)[N:23]=[C:22]([S:33][CH2:34][C:35]1[CH:40]=[CH:39][C:38]([O:41][CH3:42])=[CH:37][CH:36]=1)[N:21]=2)[CH3:17].[N+:44](C1C=C(C=CC=1OC)CBr)([O-:46])=[O:45]. The catalyst is CC(C)=O. The product is [CH2:16]([C:18]1[N:19]([CH3:43])[C:20]2[C:25]([N:26]=1)=[C:24]([N:27]1[CH2:32][CH2:31][O:30][CH2:29][CH2:28]1)[N:23]=[C:22]([S:33][CH2:34][C:35]1[CH:40]=[CH:39][C:38]([O:41][CH3:42])=[C:37]([N+:44]([O-:46])=[O:45])[CH:36]=1)[N:21]=2)[CH3:17]. The yield is 0.710. (3) The reactants are C[O:2][C:3](=[O:42])[CH2:4][C:5]1[CH:10]=[CH:9][CH:8]=[C:7]([S:11]([CH3:41])(=[N:13][C:14]([C:16]2[CH:17]=[N:18][C:19]([NH2:40])=[C:20]([C:22]#[C:23][C:24]3[CH:29]=[CH:28][CH:27]=[C:26]([NH:30][C:31]([C:33]4[N:37]([CH3:38])[N:36]=[C:35]([CH3:39])[CH:34]=4)=[O:32])[CH:25]=3)[CH:21]=2)=[O:15])=[O:12])[CH:6]=1.[OH-].[Na+].Cl. The catalyst is CO.O.[Cl-].[Na+].O. The product is [NH2:40][C:19]1[N:18]=[CH:17][C:16]([C:14]([N:13]=[S:11]([C:7]2[CH:6]=[C:5]([CH2:4][C:3]([OH:42])=[O:2])[CH:10]=[CH:9][CH:8]=2)([CH3:41])=[O:12])=[O:15])=[CH:21][C:20]=1[C:22]#[C:23][C:24]1[CH:29]=[CH:28][CH:27]=[C:26]([NH:30][C:31]([C:33]2[N:37]([CH3:38])[N:36]=[C:35]([CH3:39])[CH:34]=2)=[O:32])[CH:25]=1. The yield is 0.920. (4) The reactants are [Br:1][C:2]1[CH:3]=[N:4][N:5]([CH3:16])[C:6]=1[C:7]1[CH:8]=[C:9]([C:13]([OH:15])=O)[S:10][C:11]=1[Cl:12].[NH2:17][C@@H:18]([CH2:31][C:32]1[CH:37]=[CH:36][CH:35]=[C:34]([F:38])[CH:33]=1)[CH2:19][N:20]1[C:28](=[O:29])[C:27]2[C:22](=[CH:23][CH:24]=[CH:25][CH:26]=2)[C:21]1=[O:30].CC(OC(N[C@H](C(O)=O)CC1C=CC=CC=1C(F)(F)F)=O)(C)C.C1CN([P+](Br)(N2CCCC2)N2CCCC2)CC1.F[P-](F)(F)(F)(F)F.CCN(C(C)C)C(C)C. The catalyst is C(Cl)(Cl)Cl. The product is [Br:1][C:2]1[CH:3]=[N:4][N:5]([CH3:16])[C:6]=1[C:7]1[CH:8]=[C:9]([C:13]([NH:17][C@@H:18]([CH2:31][C:32]2[CH:37]=[CH:36][CH:35]=[C:34]([F:38])[CH:33]=2)[CH2:19][N:20]2[C:28](=[O:29])[C:27]3[C:22](=[CH:23][CH:24]=[CH:25][CH:26]=3)[C:21]2=[O:30])=[O:15])[S:10][C:11]=1[Cl:12]. The yield is 0.450. (5) The reactants are [ClH:1].[CH3:2][N:3]([CH3:25])[C:4]1([C:20]2[S:21][CH:22]=[CH:23][CH:24]=2)[CH2:9][CH2:8][N:7]([CH2:10][CH2:11][NH:12]C(=O)OC(C)(C)C)[CH2:6][CH2:5]1.CO.C(Cl)(Cl)[Cl:29]. The catalyst is C(Cl)(Cl)Cl. The product is [ClH:29].[ClH:1].[ClH:29].[NH2:12][CH2:11][CH2:10][N:7]1[CH2:8][CH2:9][C:4]([C:20]2[S:21][CH:22]=[CH:23][CH:24]=2)([N:3]([CH3:25])[CH3:2])[CH2:5][CH2:6]1. The yield is 0.970. (6) The reactants are [Cl:1][C:2]1[CH:3]=[C:4]([C:9]2[S:10][CH:11]=[C:12]([C:15]([CH3:17])=O)[C:13]=2[OH:14])[CH:5]=[CH:6][C:7]=1[Cl:8].[N:18]1[C:27]2[C:22](=[CH:23][C:24]([C:28]([NH:30][NH2:31])=[O:29])=[CH:25][CH:26]=2)[N:21]=[CH:20][CH:19]=1. The catalyst is CS(C)=O. The product is [Cl:1][C:2]1[CH:3]=[C:4]([C:9]2[S:10][CH:11]=[C:12]([C:15](=[N:31][NH:30][C:28]([C:24]3[CH:23]=[C:22]4[C:27](=[CH:26][CH:25]=3)[N:18]=[CH:19][CH:20]=[N:21]4)=[O:29])[CH3:17])[C:13]=2[OH:14])[CH:5]=[CH:6][C:7]=1[Cl:8]. The yield is 0.100. (7) The reactants are C(OC(=O)C)(=O)C.[N+]([O-])(O)=O.C(=O)(O)[O-].[Na+].[CH3:17][O:18][C:19]1[CH:20]=[C:21]2[C:26](=[CH:27][CH:28]=1)[CH:25]=[C:24]([C@H:29]([CH3:40])[C:30]([O:32][CH2:33][CH2:34]S(CCO)=O)=[O:31])[CH:23]=[CH:22]2. The catalyst is C(OCC)(=O)C. The product is [CH3:17][O:18][C:19]1[CH:20]=[C:21]2[C:26](=[CH:27][CH:28]=1)[CH:25]=[C:24]([C@H:29]([CH3:40])[C:30]([O:32][CH2:33][CH3:34])=[O:31])[CH:23]=[CH:22]2. The yield is 0.220. (8) The reactants are [CH2:1]([N:8]1[C:16]2[C:11](=[CH:12][C:13]([C:17]([OH:26])([C:22]([F:25])([F:24])[F:23])[C:18]([F:21])([F:20])[F:19])=[CH:14][CH:15]=2)[CH:10]=C1)[C:2]1[CH:7]=[CH:6][CH:5]=[CH:4][CH:3]=1.C1C(=O)N([Cl:34])C(=O)C1.[CH2:35]([Cl:37])Cl. No catalyst specified. The product is [CH2:1]([N:8]1[C:16]2[C:11](=[CH:12][C:13]([C:17]([OH:26])([C:22]([F:25])([F:24])[F:23])[C:18]([F:21])([F:20])[F:19])=[CH:14][CH:15]=2)[C:10]([Cl:34])=[C:35]1[Cl:37])[C:2]1[CH:7]=[CH:6][CH:5]=[CH:4][CH:3]=1. The yield is 0.210.